This data is from Clinical trial toxicity outcomes and FDA approval status for drugs. The task is: Regression/Classification. Given a drug SMILES string, predict its toxicity properties. Task type varies by dataset: regression for continuous values (e.g., LD50, hERG inhibition percentage) or binary classification for toxic/non-toxic outcomes (e.g., AMES mutagenicity, cardiotoxicity, hepatotoxicity). Dataset: clintox. (1) The drug is CO[C@]12CC[C@@]3(C[C@@H]1[C@](C)(O)C(C)(C)C)[C@H]1Cc4ccc(O)c5c4[C@@]3(CC[NH+]1CC1CC1)[C@H]2O5. The result is 0 (passed clinical trial). (2) The drug is O=C1Cc2cc(CC[NH+]3CCN(c4nsc5ccccc45)CC3)c(Cl)cc2N1. The result is 0 (passed clinical trial). (3) The drug is CCOC(=O)CCCCCCCCC(C)c1ccccc1I. The result is 0 (passed clinical trial). (4) The compound is O=C1O[Bi](O)Oc2ccccc21. The result is 0 (passed clinical trial). (5) The molecule is CC(C)(C)[NH2+]CC(O)COc1cccc2c1C[C@H](O)[C@H](O)C2. The result is 0 (passed clinical trial).